Dataset: Forward reaction prediction with 1.9M reactions from USPTO patents (1976-2016). Task: Predict the product of the given reaction. (1) The product is: [Cl:1][C:2]1[N:3]=[C:4]([C:9]([NH:11][C@H:12]2[CH2:17][CH2:16][N:15]([C:18]3[S:19][C:20]([C:26]([O:28][CH2:29][CH3:30])=[O:27])=[C:21]([C:23](=[O:25])[NH:38][CH3:37])[N:22]=3)[CH2:14][C@H:13]2[O:31][CH3:32])=[O:10])[NH:5][C:6]=1[CH2:7][CH3:8]. Given the reactants [Cl:1][C:2]1[N:3]=[C:4]([C:9]([NH:11][C@H:12]2[CH2:17][CH2:16][N:15]([C:18]3[S:19][C:20]([C:26]([O:28][CH2:29][CH3:30])=[O:27])=[C:21]([C:23]([OH:25])=O)[N:22]=3)[CH2:14][C@H:13]2[O:31][CH3:32])=[O:10])[NH:5][C:6]=1[CH2:7][CH3:8].Cl.CN.C[CH2:37][N:38]=C=NCCCN(C)C.Cl.C1C=CC2N(O)N=NC=2C=1, predict the reaction product. (2) The product is: [CH:14]1([C:11]2[CH:12]=[CH:13][C:8]3[N:7]=[C:20]([C:22]4[CH:23]=[C:24]([CH:25]=[CH:26][CH:27]=4)[C:28]#[N:29])[CH2:19][C:18](=[O:30])[NH:17][C:9]=3[CH:10]=2)[CH2:16][CH2:15]1. Given the reactants C(OC(=O)[NH:7][C:8]1[CH:13]=[CH:12][C:11]([CH:14]2[CH2:16][CH2:15]2)=[CH:10][C:9]=1[NH:17][C:18](=[O:30])[CH2:19][C:20]([C:22]1[CH:27]=[CH:26][CH:25]=[C:24]([C:28]#[N:29])[CH:23]=1)=O)(C)(C)C.C(O)(C(F)(F)F)=O, predict the reaction product. (3) Given the reactants [F:1][C:2]([F:14])([F:13])[C:3]([C:5]1[CH:10]=[CH:9][CH:8]=[C:7]([O:11][CH3:12])[CH:6]=1)=O.Cl.[NH2:16][OH:17], predict the reaction product. The product is: [F:1][C:2]([F:14])([F:13])[C:3]([C:5]1[CH:10]=[CH:9][CH:8]=[C:7]([O:11][CH3:12])[CH:6]=1)=[N:16][OH:17]. (4) Given the reactants Cl[C:2]1[CH:7]=[CH:6][N:5]=[C:4]2[CH:8]=[C:9]([C:11]3[N:15]([CH3:16])[C:14]([C:17]#[N:18])=[N:13][CH:12]=3)[S:10][C:3]=12.[CH3:19][C:20]1[NH:21][C:22]2[C:27]([CH:28]=1)=[CH:26][C:25]([NH2:29])=[CH:24][CH:23]=2, predict the reaction product. The product is: [CH3:16][N:15]1[C:11]([C:9]2[S:10][C:3]3[C:4](=[N:5][CH:6]=[CH:7][C:2]=3[NH:29][C:25]3[CH:26]=[C:27]4[C:22](=[CH:23][CH:24]=3)[NH:21][C:20]([CH3:19])=[CH:28]4)[CH:8]=2)=[CH:12][N:13]=[C:14]1[C:17]#[N:18]. (5) Given the reactants C([O:4][C@H:5]1[CH2:9][C@H:8]([N:10]2C=N[C:16]3[C:11]2=[N:12][CH:13]=[N:14][C:15]=3[NH:19][C@@H:20]2[C:28]3[C:23](=[CH:24][CH:25]=[CH:26][CH:27]=3)[CH2:22][CH2:21]2)[O:7][C@@H:6]1[CH2:29][O:30][S:31]([NH2:34])(=[O:33])=[O:32])(=O)C.O1CC[CH2:37][CH2:36]1.N.C[OH:42], predict the reaction product. The product is: [S:31](=[O:33])(=[O:32])([O:30][CH2:29][C@@H:6]1[C@@H:5]([OH:4])[C@@H:9]([OH:42])[C@H:8]([N:10]2[C:11]3[N:12]=[CH:13][N:14]=[C:15]([NH:19][C@@H:20]4[C:28]5[C:23](=[CH:24][CH:25]=[CH:26][CH:27]=5)[CH2:22][CH2:21]4)[C:16]=3[CH:37]=[CH:36]2)[O:7]1)[NH2:34]. (6) Given the reactants [N:1]1[CH:6]=[CH:5][CH:4]=[C:3](B(O)O)[CH:2]=1.[CH2:10]([N:17]1[CH:21]=[CH:20][N:19]=[C:18]1[C:22]1[CH:23]=[N:24][CH:25]=[CH:26][CH:27]=1)[C:11]1[CH:16]=[CH:15][CH:14]=[CH:13][CH:12]=1.[C:28]([C:30]1[CH:31]=[N:32][CH:33]=CC=1)#[N:29].B(O)(O)C1C=CC=C(F)C=1, predict the reaction product. The product is: [N:1]1[CH:6]=[CH:5][CH:4]=[C:3]([C:33]2[N:29]=[CH:28][C:30]([C:21]3[NH:17][C:18]([C:22]4[CH:23]=[N:24][CH:25]=[CH:26][CH:27]=4)=[N:19][CH:20]=3)=[CH:31][N:32]=2)[CH:2]=1.[CH2:10]([N:17]1[CH:21]=[CH:20][N:19]=[C:18]1[C:22]1[CH:23]=[N:24][CH:25]=[CH:26][CH:27]=1)[C:11]1[CH:12]=[CH:13][CH:14]=[CH:15][CH:16]=1.